Predict the reaction yield, written as a fraction of the theoretical maximum amount of product (1.0 means a 100% yield; for example, 0.34 means a 34% yield). From a dataset of Reaction yield outcomes from USPTO patents with 853,638 reactions. The reactants are Cl[C:2]1[N:7]=[C:6]([CH2:8][CH2:9][C:10]2[CH:15]=[CH:14][CH:13]=[CH:12][C:11]=2[C:16]2([C:19]([NH2:21])=[O:20])[CH2:18][CH2:17]2)[C:5]([Cl:22])=[CH:4][N:3]=1.[NH2:23][C:24]1[CH:25]=[CH:26][C:27]([C:30]#[N:31])=[N:28][CH:29]=1.C([O-])([O-])=O.[Cs+].[Cs+]. The catalyst is C1COCC1.C([O-])(=O)C.[Pd+2].C([O-])(=O)C.CC1(C)C2C(=C(P(C3C=CC=CC=3)C3C=CC=CC=3)C=CC=2)OC2C(P(C3C=CC=CC=3)C3C=CC=CC=3)=CC=CC1=2. The product is [Cl:22][C:5]1[C:6]([CH2:8][CH2:9][C:10]2[CH:15]=[CH:14][CH:13]=[CH:12][C:11]=2[C:16]2([C:19]([NH2:21])=[O:20])[CH2:18][CH2:17]2)=[N:7][C:2]([NH:23][C:24]2[CH:29]=[N:28][C:27]([C:30]#[N:31])=[CH:26][CH:25]=2)=[N:3][CH:4]=1. The yield is 0.700.